From a dataset of Catalyst prediction with 721,799 reactions and 888 catalyst types from USPTO. Predict which catalyst facilitates the given reaction. (1) Reactant: [I:1][C:2]1[CH:8]=[CH:7][C:5]([NH2:6])=[CH:4][CH:3]=1.CC1(C)[O:15][C:14](=O)[CH2:13][C:12](=[O:17])[O:11]1. Product: [I:1][C:2]1[CH:8]=[CH:7][C:5]([NH:6][C:14](=[O:15])[CH2:13][C:12]([OH:17])=[O:11])=[CH:4][CH:3]=1. The catalyst class is: 13. (2) Reactant: Cl[CH2:2][C:3]1[C:12]2[C:7](=[CH:8][CH:9]=[CH:10][CH:11]=2)[CH2:6][CH:5]([C:13]([F:16])([F:15])[F:14])[N:4]=1.[K].CC(C)([O-])C. Product: [CH3:2][C:3]1[C:12]2[C:7](=[CH:8][CH:9]=[CH:10][CH:11]=2)[CH:6]=[C:5]([C:13]([F:15])([F:14])[F:16])[N:4]=1. The catalyst class is: 7. (3) Reactant: [NH2:1][C:2]1[CH:3]=[C:4]([CH:27]=[CH:28][CH:29]=1)[C:5]([NH:7][C:8]1[C:13]([CH3:14])=[CH:12][C:11]([C:15]([F:24])([C:20]([F:23])([F:22])[F:21])[C:16]([F:19])([F:18])[F:17])=[CH:10][C:9]=1[CH2:25][CH3:26])=[O:6].[S:30](Cl)(Cl)=[O:31]. Product: [S:30](=[N:1][C:2]1[CH:3]=[C:4]([CH:27]=[CH:28][CH:29]=1)[C:5]([NH:7][C:8]1[C:13]([CH3:14])=[CH:12][C:11]([C:15]([F:24])([C:20]([F:21])([F:22])[F:23])[C:16]([F:17])([F:18])[F:19])=[CH:10][C:9]=1[CH2:25][CH3:26])=[O:6])=[O:31]. The catalyst class is: 53. (4) Reactant: Cl.[CH3:2][N:3](C)[CH2:4]CCN=C=NCC.[CH2:13]([O:20][C:21]1[CH:29]=[CH:28][C:24]([C:25](O)=[O:26])=[CH:23][C:22]=1[C:30]([NH:32][C:33]1[CH:38]=[C:37]([C:39]([F:42])([F:41])[F:40])[CH:36]=[C:35]([C:43]([F:46])([F:45])[F:44])[CH:34]=1)=[O:31])[C:14]1[CH:19]=[CH:18][CH:17]=[CH:16][CH:15]=1.Cl.CNC.C(N(CC)CC)C. Product: [CH2:13]([O:20][C:21]1[CH:29]=[CH:28][C:24]([C:25]([N:3]([CH3:4])[CH3:2])=[O:26])=[CH:23][C:22]=1[C:30]([NH:32][C:33]1[CH:38]=[C:37]([C:39]([F:42])([F:41])[F:40])[CH:36]=[C:35]([C:43]([F:46])([F:45])[F:44])[CH:34]=1)=[O:31])[C:14]1[CH:19]=[CH:18][CH:17]=[CH:16][CH:15]=1. The catalyst class is: 30. (5) Reactant: [NH2:1][CH:2]1[CH2:7][CH2:6][N:5]([C:8]2[CH:29]=[CH:28][C:11]([C:12]([NH:14][CH2:15][CH2:16][C:17]3[CH:18]=[C:19]4[C:23](=[CH:24][CH:25]=3)[NH:22][CH:21]=[C:20]4[C:26]#[N:27])=[O:13])=[CH:10][CH:9]=2)[CH2:4][CH2:3]1.[C:30](OC(=O)C)(=[O:32])[CH3:31]. Product: [C:30]([NH:1][CH:2]1[CH2:3][CH2:4][N:5]([C:8]2[CH:9]=[CH:10][C:11]([C:12]([NH:14][CH2:15][CH2:16][C:17]3[CH:18]=[C:19]4[C:23](=[CH:24][CH:25]=3)[NH:22][CH:21]=[C:20]4[C:26]#[N:27])=[O:13])=[CH:28][CH:29]=2)[CH2:6][CH2:7]1)(=[O:32])[CH3:31]. The catalyst class is: 17.